Dataset: Forward reaction prediction with 1.9M reactions from USPTO patents (1976-2016). Task: Predict the product of the given reaction. (1) Given the reactants [NH:1]1[CH2:6][CH2:5][O:4][CH2:3][CH2:2]1.[C:7]([O:10][CH:11]([O:22][C:23](=[O:25])[CH3:24])[C:12]1[CH:17]=[CH:16][C:15]([S:18](Cl)(=[O:20])=[O:19])=[CH:14][CH:13]=1)(=[O:9])[CH3:8], predict the reaction product. The product is: [C:7]([O:10][CH:11]([O:22][C:23](=[O:25])[CH3:24])[C:12]1[CH:13]=[CH:14][C:15]([S:18]([N:1]2[CH2:6][CH2:5][O:4][CH2:3][CH2:2]2)(=[O:19])=[O:20])=[CH:16][CH:17]=1)(=[O:9])[CH3:8]. (2) The product is: [Br:1][C:2]1[S:3][C:4]([C:12](=[O:23])[C:13]2[CH:18]=[CH:17][C:16]([C:31]#[C:30][C:24]3[CH:29]=[CH:28][CH:27]=[CH:26][CH:25]=3)=[C:15]([N+:20]([O-:22])=[O:21])[CH:14]=2)=[CH:5][C:6]=1[CH2:7][C:8]([O:10][CH3:11])=[O:9]. Given the reactants [Br:1][C:2]1[S:3][C:4]([C:12](=[O:23])[C:13]2[CH:18]=[CH:17][C:16](I)=[C:15]([N+:20]([O-:22])=[O:21])[CH:14]=2)=[CH:5][C:6]=1[CH2:7][C:8]([O:10][CH3:11])=[O:9].[C:24]1([C:30]#[CH:31])[CH:29]=[CH:28][CH:27]=[CH:26][CH:25]=1.C([O-])([O-])=O.[K+].[K+].CCN(CC)CC, predict the reaction product. (3) Given the reactants [CH3:1][O:2][C:3]1[N:4]=[CH:5][CH:6]=[C:7]2[C:11]([C:12]3[CH:17]=[CH:16][CH:15]=[CH:14][CH:13]=3)=N[NH:9][C:8]=12.IC1C=CC=CC=1.N1CCC[C@H]1C(O)=O.C(=O)([O-])[O-].[K+].[K+], predict the reaction product. The product is: [CH2:11]([C:7]1[CH:6]=[CH:5][N:4]=[C:3]([O:2][CH3:1])[C:8]=1[NH2:9])[C:12]1[CH:13]=[CH:14][CH:15]=[CH:16][CH:17]=1. (4) Given the reactants [C:1]([N:9]1[C:15]2[CH:16]=[CH:17][CH:18]=[CH:19][C:14]=2[CH2:13][N:12]([S:20]([C:23]2[CH:28]=[CH:27][C:26]([O:29][CH2:30][CH:31]=[C:32]=[CH2:33])=[CH:25][CH:24]=2)(=[O:22])=[O:21])[CH:11]([C:34]([OH:36])=O)[CH2:10]1)(=[O:8])[C:2]1[CH:7]=[CH:6][CH:5]=[CH:4][CH:3]=1.[OH:37][N:38]1C2C=CC=CC=2N=N1.Cl.CN(C)CCCN=C=NCC.NO, predict the reaction product. The product is: [OH:37][NH:38][C:34]([CH:11]1[CH2:10][N:9]([C:1](=[O:8])[C:2]2[CH:3]=[CH:4][CH:5]=[CH:6][CH:7]=2)[C:15]2[CH:16]=[CH:17][CH:18]=[CH:19][C:14]=2[CH2:13][N:12]1[S:20]([C:23]1[CH:24]=[CH:25][C:26]([O:29][CH2:30][CH:31]=[C:32]=[CH2:33])=[CH:27][CH:28]=1)(=[O:22])=[O:21])=[O:36]. (5) Given the reactants O[CH2:2][CH2:3][O:4][C:5]1[CH:6]=[CH:7][C:8]([C:21]2[NH:30][C:29](=[O:31])[C:28]3[C:23](=[CH:24][C:25]([O:34][CH3:35])=[CH:26][C:27]=3[O:32][CH3:33])[N:22]=2)=[N:9][C:10]=1[C:11]1[CH:16]=[CH:15][C:14]([S:17]([CH3:20])(=[O:19])=[O:18])=[CH:13][CH:12]=1.P(Br)(Br)[Br:37], predict the reaction product. The product is: [Br:37][CH2:2][CH2:3][O:4][C:5]1[CH:6]=[CH:7][C:8]([C:21]2[NH:30][C:29](=[O:31])[C:28]3[C:23](=[CH:24][C:25]([O:34][CH3:35])=[CH:26][C:27]=3[O:32][CH3:33])[N:22]=2)=[N:9][C:10]=1[C:11]1[CH:16]=[CH:15][C:14]([S:17]([CH3:20])(=[O:19])=[O:18])=[CH:13][CH:12]=1. (6) The product is: [CH2:9]1[C:7]2([CH2:10][CH2:11][CH2:12][CH2:13][C:5]([CH2:3][OH:2])=[CH:6]2)[CH2:8]1. Given the reactants C[O:2][C:3]([CH:5]1[CH2:13][CH2:12][CH2:11][CH2:10][C:7]2([CH2:9][CH2:8]2)[CH:6]1OC(=O)C)=O.N12CCCN=C1CCCCC2.O.Cl, predict the reaction product.